This data is from Catalyst prediction with 721,799 reactions and 888 catalyst types from USPTO. The task is: Predict which catalyst facilitates the given reaction. (1) Reactant: [H-].[Na+].[O:3]=[C:4]([CH2:11][CH2:12][CH3:13])[CH2:5][C:6]([O:8][CH2:9][CH3:10])=[O:7].Br[CH2:15][C:16]1[CH:21]=[CH:20][C:19]([C:22]2[C:23]([C:28]#[N:29])=[CH:24][CH:25]=[CH:26][CH:27]=2)=[C:18]([CH3:30])[CH:17]=1.Cl. Product: [C:28]([C:23]1[CH:24]=[CH:25][CH:26]=[CH:27][C:22]=1[C:19]1[CH:20]=[CH:21][C:16]([CH2:15][CH:5]([C:4](=[O:3])[CH2:11][CH2:12][CH3:13])[C:6]([O:8][CH2:9][CH3:10])=[O:7])=[CH:17][C:18]=1[CH3:30])#[N:29]. The catalyst class is: 7. (2) Reactant: Cl[C:2]1[CH:3]=[C:4]([CH2:11][N:12]2[CH2:17][CH2:16][N:15]([CH3:18])[CH2:14][CH2:13]2)[CH:5]=[CH:6][C:7]=1[N+:8]([O-:10])=[O:9].[NH2:19][C:20]1[S:24][C:23]([C:25]([O:27][CH3:28])=[O:26])=[C:22]([O:29][C@@H:30]([C:32]2[CH:37]=[CH:36][CH:35]=[CH:34][C:33]=2[C:38]([F:41])([F:40])[F:39])[CH3:31])[CH:21]=1.C([O-])([O-])=O.[K+].[K+].CC(C1C=C(C(C)C)C(C2C=CC=CC=2P(C2CCCCC2)C2CCCCC2)=C(C(C)C)C=1)C. Product: [CH3:18][N:15]1[CH2:16][CH2:17][N:12]([CH2:11][C:4]2[CH:5]=[CH:6][C:7]([N+:8]([O-:10])=[O:9])=[C:2]([NH:19][C:20]3[S:24][C:23]([C:25]([O:27][CH3:28])=[O:26])=[C:22]([O:29][C@@H:30]([C:32]4[CH:37]=[CH:36][CH:35]=[CH:34][C:33]=4[C:38]([F:41])([F:39])[F:40])[CH3:31])[CH:21]=3)[CH:3]=2)[CH2:13][CH2:14]1. The catalyst class is: 107. (3) Reactant: C[O-].[Na+].[C:4]([C:7]1[CH:12]=[CH:11][CH:10]=[CH:9][N:8]=1)(=[O:6])[CH3:5].[C:13](OC)(=[O:20])[C:14]1[CH:19]=[CH:18][CH:17]=[N:16][CH:15]=1. Product: [N:8]1[CH:9]=[CH:10][CH:11]=[CH:12][C:7]=1[C:4](=[O:6])[CH2:5][C:13]([C:14]1[CH:15]=[N:16][CH:17]=[CH:18][CH:19]=1)=[O:20]. The catalyst class is: 1. (4) Reactant: CI.[Br:3][C:4]1[CH:13]=[C:12]2[C:7]([CH:8]=[CH:9][C:10]([OH:14])=[CH:11]2)=[CH:6][CH:5]=1.[C:15]([O-])([O-])=O.[K+].[K+]. Product: [Br:3][C:4]1[CH:5]=[CH:6][C:7]2[C:12](=[CH:11][C:10]([O:14][CH3:15])=[CH:9][CH:8]=2)[CH:13]=1. The catalyst class is: 3. (5) Reactant: [H-].[Na+].[F:3][C:4]([F:18])([F:17])[C:5]1[CH:10]=[CH:9][N:8]=[C:7]([C:11]2[NH:12][O:13][C:14](=[O:16])[N:15]=2)[CH:6]=1.[Cl:19][C:20]1[CH:21]=[C:22]([CH:28]=[CH:29][CH:30]=1)[C:23]([O:25][CH2:26]Cl)=[O:24].[Cl-].[NH4+]. Product: [Cl:19][C:20]1[CH:21]=[C:22]([CH:28]=[CH:29][CH:30]=1)[C:23]([O:25][CH2:26][N:15]1[C:14](=[O:16])[O:13][N:12]=[C:11]1[C:7]1[CH:6]=[C:5]([C:4]([F:3])([F:17])[F:18])[CH:10]=[CH:9][N:8]=1)=[O:24]. The catalyst class is: 9. (6) Reactant: Cl.[NH2:2][C@@H:3]1[CH2:8][CH2:7][C@H:6]([C:9]([NH:11][CH:12]([CH3:14])[CH3:13])=[O:10])[CH2:5][CH2:4]1.CCN(C(C)C)C(C)C.F[C:25]1[CH:30]=[C:29]([F:31])[CH:28]=[CH:27][C:26]=1[N+:32]([O-:34])=[O:33]. The catalyst class is: 10. Product: [F:31][C:29]1[CH:28]=[CH:27][C:26]([N+:32]([O-:34])=[O:33])=[C:25]([NH:2][C@@H:3]2[CH2:4][CH2:5][C@H:6]([C:9]([NH:11][CH:12]([CH3:14])[CH3:13])=[O:10])[CH2:7][CH2:8]2)[CH:30]=1.